Dataset: Forward reaction prediction with 1.9M reactions from USPTO patents (1976-2016). Task: Predict the product of the given reaction. (1) Given the reactants [Zn:1].I[C:3]1[CH:4]=[N:5][O:6][C:7]=1[CH3:8].[NH2:9][C:10]1[CH:11]=[N:12][CH:13]=[CH:14][C:15]=1I, predict the reaction product. The product is: [Zn:1].[CH3:8][C:7]1[O:6][N:5]=[CH:4][C:3]=1[C:15]1[CH:14]=[CH:13][N:12]=[CH:11][C:10]=1[NH2:9]. (2) The product is: [Br:24][C:25]1[CH:26]=[C:27]([CH:28]=[C:29]([C:31]([F:32])([F:33])[F:34])[CH:30]=1)[CH2:35][O:23][CH2:22][C:9]1([C:3]2[CH:4]=[CH:5][C:6]([F:8])=[CH:7][C:2]=2[F:1])[CH2:14][CH2:13][N:12]([C:15]([O:17][C:18]([CH3:19])([CH3:20])[CH3:21])=[O:16])[CH2:11][CH2:10]1. Given the reactants [F:1][C:2]1[CH:7]=[C:6]([F:8])[CH:5]=[CH:4][C:3]=1[C:9]1([CH2:22][OH:23])[CH2:14][CH2:13][N:12]([C:15]([O:17][C:18]([CH3:21])([CH3:20])[CH3:19])=[O:16])[CH2:11][CH2:10]1.[Br:24][C:25]1[CH:30]=[C:29]([C:31]([F:34])([F:33])[F:32])[CH:28]=[C:27]([CH2:35]Br)[CH:26]=1.CC(C)([O-])C.[Na+].CO, predict the reaction product. (3) The product is: [Br:1][C:2]1[CH:7]=[CH:6][C:5]([C:8]2[CH2:26][C:25]([C:23]3[CH:22]=[C:21]([C:31]([F:32])([F:33])[F:34])[CH:20]=[C:19]([Cl:18])[CH:24]=3)([C:27]([F:30])([F:29])[F:28])[O:10][N:9]=2)=[CH:4][C:3]=1[C:11]([F:12])([F:13])[F:14]. Given the reactants [Br:1][C:2]1[CH:7]=[CH:6][C:5](/[CH:8]=[N:9]/[OH:10])=[CH:4][C:3]=1[C:11]([F:14])([F:13])[F:12].ClCCl.[Cl:18][C:19]1[CH:24]=[C:23]([C:25]([C:27]([F:30])([F:29])[F:28])=[CH2:26])[CH:22]=[C:21]([C:31]([F:34])([F:33])[F:32])[CH:20]=1.[O-]Cl.[Na+], predict the reaction product. (4) The product is: [CH:1]([C:3]1[CH:8]=[CH:7][CH:6]=[CH:5][C:4]=1[N:9]([CH3:25])[S:10]([C:13]1[CH:18]=[CH:17][C:16]([C:19]([F:22])([F:20])[F:21])=[CH:15][CH:14]=1)(=[O:12])=[O:11])=[O:2]. Given the reactants [CH:1]([C:3]1[CH:8]=[CH:7][CH:6]=[CH:5][C:4]=1[NH:9][S:10]([C:13]1[CH:18]=[CH:17][C:16]([C:19]([F:22])([F:21])[F:20])=[CH:15][CH:14]=1)(=[O:12])=[O:11])=[O:2].[OH-].[Na+].[CH3:25]OS(OC)(=O)=O, predict the reaction product.